From a dataset of Full USPTO retrosynthesis dataset with 1.9M reactions from patents (1976-2016). Predict the reactants needed to synthesize the given product. (1) Given the product [N:30]1[C:7]2[NH:5][C:4]3[CH:3]=[N:2][CH:8]=[CH:14][C:13]=3[CH2:15][C:27](=[O:34])[C:28]=2[CH:33]=[CH:32][CH:31]=1, predict the reactants needed to synthesize it. The reactants are: C[N:2]([CH3:8])[CH2:3][CH2:4][N:5]([CH3:7])C.C(N[CH:13]([CH3:15])[CH3:14])(C)C.C([Li])CCC.CCCCCC.[C:27](N)(=[O:34])[C:28]1[CH:33]=[CH:32][CH:31]=[N:30]C=1. (2) Given the product [CH:11]([C:13]1[CH:20]=[CH:19][C:16]([CH2:17][NH:3][CH2:2][CH2:1][NH:4][CH2:17][C:16]2[CH:19]=[CH:20][C:13]([CH:11]=[CH2:12])=[CH:14][CH:15]=2)=[CH:15][CH:14]=1)=[CH2:12], predict the reactants needed to synthesize it. The reactants are: [CH2:1]([NH2:4])[CH2:2][NH2:3].C(=O)([O-])[O-].[K+].[K+].[CH:11]([C:13]1[CH:20]=[CH:19][C:16]([CH2:17]Cl)=[CH:15][CH:14]=1)=[CH2:12]. (3) The reactants are: [C:1]([O:5][C:6]([N:8]1[CH2:12][CH2:11][CH2:10][C@H:9]1[CH2:13][NH:14][C:15]1[CH:20]=[CH:19][C:18](/[CH:21]=[CH:22]/[C:23]([OH:25])=O)=[CH:17][C:16]=1[O:26][C:27]1[CH:32]=[CH:31][C:30]([O:33][CH3:34])=[CH:29][CH:28]=1)=[O:7])([CH3:4])([CH3:3])[CH3:2].[CH2:35]([NH:37][CH2:38][CH3:39])[CH3:36].Cl.CN(C)CCCN=C=NCC.C1C=CC2N(O)N=NC=2C=1. Given the product [C:1]([O:5][C:6]([N:8]1[CH2:12][CH2:11][CH2:10][C@H:9]1[CH2:13][NH:14][C:15]1[CH:20]=[CH:19][C:18]([CH:21]=[CH:22][C:23](=[O:25])[N:37]([CH2:38][CH3:39])[CH2:35][CH3:36])=[CH:17][C:16]=1[O:26][C:27]1[CH:28]=[CH:29][C:30]([O:33][CH3:34])=[CH:31][CH:32]=1)=[O:7])([CH3:4])([CH3:3])[CH3:2], predict the reactants needed to synthesize it. (4) Given the product [CH:33]1([C:36]([NH:1][C@@H:2]2[CH2:7][CH2:6][C@H:5]([NH:8][C:9]([C:11]3[C:15]4[N:16]=[CH:17][N:18]=[C:19]([C:20]5[CH:25]=[CH:24][C:23]([O:26][CH3:27])=[CH:22][C:21]=5[O:28][CH2:29][CH:30]5[CH2:31][CH2:32]5)[C:14]=4[NH:13][CH:12]=3)=[O:10])[CH2:4][CH2:3]2)=[O:37])[CH2:35][CH2:34]1, predict the reactants needed to synthesize it. The reactants are: [NH2:1][C@@H:2]1[CH2:7][CH2:6][C@H:5]([NH:8][C:9]([C:11]2[C:15]3[N:16]=[CH:17][N:18]=[C:19]([C:20]4[CH:25]=[CH:24][C:23]([O:26][CH3:27])=[CH:22][C:21]=4[O:28][CH2:29][CH:30]4[CH2:32][CH2:31]4)[C:14]=3[NH:13][CH:12]=2)=[O:10])[CH2:4][CH2:3]1.[CH:33]1([C:36](Cl)=[O:37])[CH2:35][CH2:34]1. (5) Given the product [Cl:16][C:10]1[CH:9]=[C:8]([C:4]2[CH:3]=[C:2]([NH:1][S:20]([CH2:17][CH2:18][CH3:19])(=[O:22])=[O:21])[CH:7]=[N:6][CH:5]=2)[CH:15]=[CH:14][C:11]=1[C:12]#[N:13], predict the reactants needed to synthesize it. The reactants are: [NH2:1][C:2]1[CH:3]=[C:4]([C:8]2[CH:15]=[CH:14][C:11]([C:12]#[N:13])=[C:10]([Cl:16])[CH:9]=2)[CH:5]=[N:6][CH:7]=1.[CH2:17]([S:20](Cl)(=[O:22])=[O:21])[CH2:18][CH3:19]. (6) Given the product [C:4]([Si:1]([O:8][C:9]1[CH:14]=[CH:13][C:12]([CH2:15][CH2:16][C:17]([CH3:18])=[CH:47][C:21]2[CH:26]=[CH:25][C:24]([O:50][CH3:49])=[CH:23][CH:22]=2)=[CH:11][CH:10]=1)([CH3:3])[CH3:2])([CH3:7])([CH3:6])[CH3:5], predict the reactants needed to synthesize it. The reactants are: [Si:1]([O:8][C:9]1[CH:14]=[CH:13][C:12]([CH2:15][CH2:16][C:17](=O)[CH3:18])=[CH:11][CH:10]=1)([C:4]([CH3:7])([CH3:6])[CH3:5])([CH3:3])[CH3:2].[Br-].[C:21]1([CH3:47])[CH:26]=[CH:25][CH:24]=[C:23](C[P+](C2C=CC=CC=2)(C2C=CC=CC=2)C2C=CC=CC=2)[CH:22]=1.C[C:49](O)=[O:50]. (7) Given the product [CH2:24]([O:23][C:21]([N:8]1[C:9]2[C:5](=[CH:4][CH:3]=[C:2]([Cl:1])[CH:10]=2)/[C:6](=[CH:12]/[C:13]2[CH:18]=[CH:17][CH:16]=[C:15]([Cl:19])[CH:14]=2)/[C:7]1=[O:11])=[O:22])[CH3:25], predict the reactants needed to synthesize it. The reactants are: [Cl:1][C:2]1[CH:10]=[C:9]2[C:5](/[C:6](=[CH:12]/[C:13]3[CH:18]=[CH:17][CH:16]=[C:15]([Cl:19])[CH:14]=3)/[C:7](=[O:11])[NH:8]2)=[CH:4][CH:3]=1.Cl[C:21]([O:23][CH2:24][CH3:25])=[O:22].C(N(CC)CC)C.Cl.